Dataset: Human Reference Interactome with 51,813 positive PPI pairs across 8,248 proteins, plus equal number of experimentally-validated negative pairs. Task: Binary Classification. Given two protein amino acid sequences, predict whether they physically interact or not. Protein 1 (ENSG00000147168) has sequence MLKPSLPFTSLLFLQLPLLGVGLNTTILTPNGNEDTTADFFLTTMPTDSLSVSTLPLPEVQCFVFNVEYMNCTWNSSSEPQPTNLTLHYWYKNSDNDKVQKCSHYLFSEEITSGCQLQKKEIHLYQTFVVQLQDPREPRRQATQMLKLQNLVIPWAPENLTLHKLSESQLELNWNNRFLNHCLEHLVQYRTDWDHSWTEQSVDYRHKFSLPSVDGQKRYTFRVRSRFNPLCGSAQHWSEWSHPIHWGSNTSKENPFLFALEAVVISVGSMGLIISLLCVYFWLERTMPRIPTLKNLEDLV.... Protein 2 (ENSG00000113318) has sequence MSRRKPASGGLAASSSAPARQAVLSRFFQSTGSLKSTSSSTGAADQVDPGAAAAAAAAAAAAPPAPPAPAFPPQLPPHIATEIDRRKKRPLENDGPVKKKVKKVQQKEGGSDLGMSGNSEPKKCLRTRNVSKSLEKLKEFCCDSALPQSRVQTESLQERFAVLPKCTDFDDISLLHAKNAVSSEDSKRQINQKDTTLFDLSQFGSSNTSHENLQKTASKSANKRSKSIYTPLELQYIEMKQQHKDAVLCVECGYKYRFFGEDAEIAARELNIYCHLDHNFMTASIPTHRLFVHVRRLVAK.... Result: 0 (the proteins do not interact).